From a dataset of Reaction yield outcomes from USPTO patents with 853,638 reactions. Predict the reaction yield, written as a fraction of the theoretical maximum amount of product (1.0 means a 100% yield; for example, 0.34 means a 34% yield). The reactants are [O:1]1[CH:3]([CH2:4][CH3:5])[CH2:2]1.[NH:6]1[CH:10]=[CH:9][N:8]=[CH:7]1. The catalyst is C(#N)C. The product is [N:6]1([CH2:2][CH:3]([OH:1])[CH2:4][CH3:5])[CH:10]=[CH:9][N:8]=[CH:7]1. The yield is 0.480.